The task is: Regression. Given a peptide amino acid sequence and an MHC pseudo amino acid sequence, predict their binding affinity value. This is MHC class I binding data.. This data is from Peptide-MHC class I binding affinity with 185,985 pairs from IEDB/IMGT. The peptide sequence is VSSKKCTAL. The MHC is HLA-B08:02 with pseudo-sequence HLA-B08:02. The binding affinity (normalized) is 0.0847.